The task is: Predict the product of the given reaction.. This data is from Forward reaction prediction with 1.9M reactions from USPTO patents (1976-2016). (1) Given the reactants Br[C:2]1[CH:3]=[N:4][N:5]2[CH:10]=[CH:9][C:8]([N:11]3[CH2:16][CH2:15][N:14]([C:17]([O:19][CH:20]([CH3:22])[CH3:21])=[O:18])[CH2:13][CH2:12]3)=[N:7][C:6]=12.O.[F:24][C:25]1[C:30](B(O)O)=[CH:29][CH:28]=[CH:27][N:26]=1.C(=O)([O-])[O-].[K+].[K+].CC(C1C=C(C(C)C)C(C2C=CC=CC=2P(C2CCCCC2)C2CCCCC2)=C(C(C)C)C=1)C, predict the reaction product. The product is: [F:24][C:25]1[C:30]([C:2]2[CH:3]=[N:4][N:5]3[CH:10]=[CH:9][C:8]([N:11]4[CH2:16][CH2:15][N:14]([C:17]([O:19][CH:20]([CH3:22])[CH3:21])=[O:18])[CH2:13][CH2:12]4)=[N:7][C:6]=23)=[CH:29][CH:28]=[CH:27][N:26]=1. (2) Given the reactants [NH2:1][CH2:2][C:3]1[N:12]=[C:11]([NH:13][CH:14]([CH3:16])[CH3:15])[C:10]2[C:5](=[CH:6][CH:7]=[CH:8][CH:9]=2)[N:4]=1.[C:17]1([S:27](Cl)(=[O:29])=[O:28])[C:26]2[C:21](=[CH:22][CH:23]=[CH:24][CH:25]=2)[CH:20]=[CH:19][CH:18]=1.N1C=CC=CC=1, predict the reaction product. The product is: [CH:14]([NH:13][C:11]1[C:10]2[C:5](=[CH:6][CH:7]=[CH:8][CH:9]=2)[N:4]=[C:3]([CH2:2][NH:1][S:27]([C:17]2[C:26]3[C:21](=[CH:22][CH:23]=[CH:24][CH:25]=3)[CH:20]=[CH:19][CH:18]=2)(=[O:29])=[O:28])[N:12]=1)([CH3:16])[CH3:15]. (3) Given the reactants [C:1]([O:5][C:6]([N:8]([CH2:14][C:15]1[CH:26]=[C:25]([O:27][CH3:28])[CH:24]=[CH:23][C:16]=1[CH:17]=[CH:18][C:19]([O:21][CH3:22])=[O:20])[CH2:9][C:10]([F:13])([F:12])[F:11])=[O:7])([CH3:4])([CH3:3])[CH3:2], predict the reaction product. The product is: [C:1]([O:5][C:6]([N:8]([CH2:14][C:15]1[CH:26]=[C:25]([O:27][CH3:28])[CH:24]=[CH:23][C:16]=1[CH2:17][CH2:18][C:19]([O:21][CH3:22])=[O:20])[CH2:9][C:10]([F:11])([F:12])[F:13])=[O:7])([CH3:3])([CH3:4])[CH3:2]. (4) Given the reactants [Cl:1][C:2]1[CH:7]=[CH:6][C:5]([NH:8][CH2:9][CH2:10][CH2:11][OH:12])=[C:4]([N+:13]([O-])=O)[CH:3]=1.O.O.Cl[Sn]Cl, predict the reaction product. The product is: [NH2:13][C:4]1[CH:3]=[C:2]([Cl:1])[CH:7]=[CH:6][C:5]=1[NH:8][CH2:9][CH2:10][CH2:11][OH:12]. (5) Given the reactants [Cl:1][C:2]1[CH:3]=[C:4]([CH:9]([CH:12]([OH:25])[C:13]2[CH:18]=[CH:17][CH:16]=[C:15]([N:19]3[CH2:24][CH2:23][O:22][CH2:21][CH2:20]3)[CH:14]=2)[C:10]#[N:11])[CH:5]=[CH:6][C:7]=1[Cl:8], predict the reaction product. The product is: [ClH:1].[NH2:11][CH2:10][CH:9]([C:4]1[CH:5]=[CH:6][C:7]([Cl:8])=[C:2]([Cl:1])[CH:3]=1)[CH:12]([C:13]1[CH:18]=[CH:17][CH:16]=[C:15]([N:19]2[CH2:20][CH2:21][O:22][CH2:23][CH2:24]2)[CH:14]=1)[OH:25]. (6) Given the reactants [CH3:1][O:2][C:3]([C@@H:5]1[C@@H:10]([O:11][C:12](=[O:14])[CH3:13])[C@H:9]([O:15][C:16](=[O:18])[CH3:17])[C@@H:8]([O:19][C:20](=[O:22])[CH3:21])[C@H:7]([O:23][C:24]2[CH:29]=[CH:28][C:27]([CH2:30][OH:31])=[CH:26][C:25]=2[NH:32][C:33](=[O:54])[CH2:34][CH2:35][NH:36][C:37]([O:39][CH2:40][CH:41]2[C:53]3[CH:52]=[CH:51][CH:50]=[CH:49][C:48]=3[C:47]3[C:42]2=[CH:43][CH:44]=[CH:45][CH:46]=3)=[O:38])[O:6]1)=[O:4].[O:55]=[C:56](Cl)OC(Cl)(Cl)Cl.[Si:63]([O:80][CH2:81][CH2:82][CH2:83][CH:84]1[NH:88][CH2:87][CH2:86][O:85]1)([C:76]([CH3:79])([CH3:78])[CH3:77])([C:70]1[CH:75]=[CH:74][CH:73]=[CH:72][CH:71]=1)[C:64]1[CH:69]=[CH:68][CH:67]=[CH:66][CH:65]=1, predict the reaction product. The product is: [Si:63]([O:80][CH2:81][CH2:82][CH2:83][CH:84]1[N:88]([C:56]([O:31][CH2:30][C:27]2[CH:28]=[CH:29][C:24]([O:23][C@H:7]3[C@H:8]([O:19][C:20](=[O:22])[CH3:21])[C@@H:9]([O:15][C:16](=[O:18])[CH3:17])[C@H:10]([O:11][C:12](=[O:14])[CH3:13])[C@@H:5]([C:3]([O:2][CH3:1])=[O:4])[O:6]3)=[C:25]([NH:32][C:33](=[O:54])[CH2:34][CH2:35][NH:36][C:37]([O:39][CH2:40][CH:41]3[C:42]4[CH:43]=[CH:44][CH:45]=[CH:46][C:47]=4[C:48]4[C:53]3=[CH:52][CH:51]=[CH:50][CH:49]=4)=[O:38])[CH:26]=2)=[O:55])[CH2:87][CH2:86][O:85]1)([C:76]([CH3:79])([CH3:77])[CH3:78])([C:70]1[CH:75]=[CH:74][CH:73]=[CH:72][CH:71]=1)[C:64]1[CH:69]=[CH:68][CH:67]=[CH:66][CH:65]=1.